Task: Regression. Given a peptide amino acid sequence and an MHC pseudo amino acid sequence, predict their binding affinity value. This is MHC class II binding data.. Dataset: Peptide-MHC class II binding affinity with 134,281 pairs from IEDB (1) The peptide sequence is SDSRALARRFHFDMNIEVIS. The MHC is HLA-DQA10501-DQB10201 with pseudo-sequence HLA-DQA10501-DQB10201. The binding affinity (normalized) is 0.429. (2) The peptide sequence is TKCYKLEHPVTGC. The MHC is DRB1_1101 with pseudo-sequence DRB1_1101. The binding affinity (normalized) is 0.345. (3) The peptide sequence is LWWSTMYLTHHYFVDL. The MHC is DRB1_0301 with pseudo-sequence DRB1_0301. The binding affinity (normalized) is 0. (4) The peptide sequence is GAYLEEQEQWKTANE. The MHC is HLA-DQA10501-DQB10303 with pseudo-sequence HLA-DQA10501-DQB10303. The binding affinity (normalized) is 0. (5) The peptide sequence is KASNTILPLMALLTP. The MHC is HLA-DQA10303-DQB10402 with pseudo-sequence HLA-DQA10303-DQB10402. The binding affinity (normalized) is 0.459. (6) The peptide sequence is EQARKFEEPIWSDFG. The MHC is DRB1_1501 with pseudo-sequence DRB1_1501. The binding affinity (normalized) is 0.192. (7) The peptide sequence is INISGYNLSLSAAVK. The MHC is DRB5_0101 with pseudo-sequence DRB5_0101. The binding affinity (normalized) is 0.774. (8) The peptide sequence is LVGPFNFRFMSKGGMRNVFDEVIPT. The MHC is DRB1_0401 with pseudo-sequence DRB1_0401. The binding affinity (normalized) is 0.317. (9) The peptide sequence is KMDKLELKGMSYAMC. The MHC is DRB1_1302 with pseudo-sequence DRB1_1302. The binding affinity (normalized) is 0.150. (10) The peptide sequence is AQGPKATFEAMYLGT. The MHC is HLA-DQA10101-DQB10501 with pseudo-sequence HLA-DQA10101-DQB10501. The binding affinity (normalized) is 0.0381.